Predict the reactants needed to synthesize the given product. From a dataset of Full USPTO retrosynthesis dataset with 1.9M reactions from patents (1976-2016). Given the product [C:24]1(=[O:25])[C:15]2[C:10]([CH:11]=[CH:12][C:5]3[C:6]=2[CH:7]=[C:17]2[C:4]=3[CH:3]=[CH:20][CH:19]=[CH:18]2)=[CH:9][CH:21]=[N:22]1, predict the reactants needed to synthesize it. The reactants are: BrC[C:3]1[C:4]2[CH2:5][C:6]3[C:15]4[C:10](=[CH:11][CH:12]=CC=4)[C:9](=O)N[C:7]=3[C:17]=2[CH:18]=[CH:19][CH:20]=1.[CH3:21][N:22]([CH:24]=[O:25])C.